The task is: Predict the reactants needed to synthesize the given product.. This data is from Full USPTO retrosynthesis dataset with 1.9M reactions from patents (1976-2016). (1) Given the product [S:9]1[C:8]2[CH2:7][CH2:6][NH:5][C:4](=[O:3])[C:12]=2[CH:11]=[CH:10]1, predict the reactants needed to synthesize it. The reactants are: C([O:3][C:4](=O)[NH:5][CH2:6][CH2:7][C:8]1[S:9][CH:10]=[CH:11][CH:12]=1)C.O=P12OP3(OP(OP(O3)(O1)=O)(=O)O2)=O. (2) Given the product [N+:14]([C:11]1[CH:12]=[C:13]2[C:8](=[CH:9][CH:10]=1)[C:6](=[O:7])[O:5][CH:4]2[B:1]([OH:2])[OH:3])([O-:16])=[O:15], predict the reactants needed to synthesize it. The reactants are: [B:1]([CH:4]1[C:13]2[C:8](=[CH:9][CH:10]=[CH:11][CH:12]=2)[C:6](=[O:7])[O:5]1)([OH:3])[OH:2].[N+:14]([O-])([OH:16])=[O:15]. (3) Given the product [CH3:1][O:2][C:3](=[O:20])[C:4]([N:7]1[CH:11]=[C:10]([NH:12][C:13](=[O:19])[CH:14]([NH:18][C:30](=[O:31])[CH:29]([C:24]2[CH:25]=[C:26]([F:28])[CH:27]=[C:22]([F:21])[CH:23]=2)[OH:33])[CH2:15][CH2:16][CH3:17])[N:9]=[CH:8]1)([CH3:5])[CH3:6], predict the reactants needed to synthesize it. The reactants are: [CH3:1][O:2][C:3](=[O:20])[C:4]([N:7]1[CH:11]=[C:10]([NH:12][C:13](=[O:19])[CH:14]([NH2:18])[CH2:15][CH2:16][CH3:17])[N:9]=[CH:8]1)([CH3:6])[CH3:5].[F:21][C:22]1[CH:23]=[C:24]([CH:29]([OH:33])[C:30](O)=[O:31])[CH:25]=[C:26]([F:28])[CH:27]=1.